This data is from Experimentally validated miRNA-target interactions with 360,000+ pairs, plus equal number of negative samples. The task is: Binary Classification. Given a miRNA mature sequence and a target amino acid sequence, predict their likelihood of interaction. (1) The miRNA is hsa-miR-1295b-5p with sequence CACCCAGAUCUGCGGCCUAAU. The protein sequence of the target gene is MAAAGVVSGKIIYEQEGVYIHSSCGKTNDQDGLISGILRVLEKDAEVIVDWRPLDDALDSSSILYARKDSSSVVEWTQAPKERGHRGSEHLNSYEAEWDMVNTVSFKRKPHTNGDAPSHRNGKSKWSFLFSLTDLKSIKQNKEGMGWSYLVFCLKDDVVLPALHFHQGDSKLLIESLEKYVVLCESPQDKRTLLVNCQNKSLSQSFENLLDEPAYGLIQAGLLDRRKLLWAIHHWKKIKKDPYTATMIGFSKVTNYIFDSLRGSDPSTHQRPPSEMADFLSDAIPGLKINQQEEPGFEVI.... Result: 1 (interaction). (2) The miRNA is mmu-miR-692 with sequence AUCUCUUUGAGCGCCUCACUC. The protein sequence of the target gene is MNAETCVSYCESPAAAMDAYYSPVSQSREGSSPFRGFPGGDKFGTTFLSAGAKGQGFGDAKSRARYGAGQQDLAAPLESSSGARGSFNKFQPQPPTPQPPPAPPAPPAHLYLQRGACKTPPDGSLKLQEGSGGHNAALQVPCYAKESNLGEPELPPDSEPVGMDNSYLSVKETGAKGPQDRASAEIPSPLEKTDSESNKGKKRRNRTTFTSYQLEELEKVFQKTHYPDVYAREQLAMRTDLTEARVQVWFQNRRAKWRKRERFGQMQQVRTHFSTAYELPLLTRAENYAQIQNPSWIGNN.... Result: 1 (interaction). (3) The miRNA is mmu-miR-7000-3p with sequence CACCCACCUGCCUGUCCUCCAG. The protein sequence of the target gene is MRRIGAFGGSTALWALLAAHVAGAFEPVSVGIAIGAVSALTGYLSYTDFYCRFTECCHEERPLNTSALKLDLEEKLFGQHLATEVILKALTGFRNNKNSKKPLTLSLHGWAGTGKNFISQIVAENLYPKGLKSNFVHLFVSTLHFPHEQKIKVYQDQLQKWIRGNVSACGSSVFIFDEMDKLHPGIIDAIKPFLDYYEQVDGISYRRAIFIFLSNAGGDLITKTALDFWRAGRKREEIQLKDLEPVLSVGVFNNKHSGLWHSGLIDKNLIDYFIPFLPLEYKHVKMCVRAEMRARGAAVD.... Result: 0 (no interaction). (4) The miRNA is mmu-miR-497a-5p with sequence CAGCAGCACACUGUGGUUUGUA. The protein sequence of the target gene is MADSERLSAPGCWAACTNFSRTRKGILLFAEIILCLVILICFSASTPGYSSLSVIEMILAAIFFVVYMCDLHTKIPFINWPWSDFFRTLIAAILYLITSIVVLVERGNHSKIVAGVLGLIATCLFGYDAYVTFPVRQPRHTAAPTDPADGPV. Result: 0 (no interaction). (5) The miRNA is hsa-let-7b-5p with sequence UGAGGUAGUAGGUUGUGUGGUU. The protein sequence of the target gene is MPEPGPRMNGFSLGELCWLFCCPPCPSRIAAKLAFLPPEPTYTVLAPEQRGAGASAPAPAQATAAAAAAQPAPQQPEEGAGAGPGACSLHLSERADWQYSQRELDAVEVFFSRTARDNRLGCMFVRCAPSSRYTLLFSHGNAVDLGQMCSFYIGLGSRINCNIFSYDYSGYGVSSGKPSEKNLYADIDAAWQALRTRYGVSPENIILYGQSIGTVPTVDLASRYECAAVILHSPLMSGLRVAFPDTRKTYCFDAFPSIDKISKVTSPVLVIHGTEDEVIDFSHGLAMYERCPRAVEPLWV.... Result: 1 (interaction). (6) The miRNA is hsa-miR-4776-3p with sequence CUUGCCAUCCUGGUCCACUGCAU. The protein sequence of the target gene is MGLSGLLPILVPFILLGDIQEPGHAEGILGKPCPKIKVECEVEEIDQCTKPRDCPENMKCCPFSRGKKCLDFRKIYAVCHRRLAPAWPPYHTGGTIKKTKICSEFIYGGSQGNNNNFQTEAICLVTCKKYH. Result: 0 (no interaction).